From a dataset of Full USPTO retrosynthesis dataset with 1.9M reactions from patents (1976-2016). Predict the reactants needed to synthesize the given product. (1) Given the product [C:9]([C:5]1[C:4]([OH:12])=[CH:3][C:2]([C:55]#[N:56])=[C:7]([Cl:8])[CH:6]=1)(=[O:11])[CH3:10], predict the reactants needed to synthesize it. The reactants are: Br[C:2]1[C:7]([Cl:8])=[CH:6][C:5]([C:9](=[O:11])[CH3:10])=[C:4]([OH:12])[CH:3]=1.CC1(C)C2C=CC=C(P(C3C=CC=CC=3)C3C=CC=CC=3)C=2OC2C1=CC=CC=2P(C1C=CC=CC=1)C1C=CC=CC=1.[CH3:55][N:56](C)C=O. (2) Given the product [Cl:2][C:3]1[CH:8]=[C:7]([Cl:9])[CH:6]=[CH:5][C:4]=1[C@@H:10]1[N:15]=[C:14]([C:16]2[S:17][CH:18]=[CH:19][N:20]=2)[NH:13][C:12]([CH2:21][N:22]2[CH2:27][CH2:26][O:25][CH2:24][C@H:23]2[C:28]([OH:30])=[O:29])=[C:11]1[C:31]([O:33][CH2:34][CH3:35])=[O:32], predict the reactants needed to synthesize it. The reactants are: [Li].[Cl:2][C:3]1[CH:8]=[C:7]([Cl:9])[CH:6]=[CH:5][C:4]=1[C@@H:10]1[N:15]=[C:14]([C:16]2[S:17][CH:18]=[CH:19][N:20]=2)[NH:13][C:12]([CH2:21][N:22]2[CH2:27][CH2:26][O:25][CH2:24][C@H:23]2[C:28]([OH:30])=[O:29])=[C:11]1[C:31]([O:33][C@H:34](C)[C:35](OCC)=O)=[O:32].